From a dataset of Peptide-MHC class I binding affinity with 185,985 pairs from IEDB/IMGT. Regression. Given a peptide amino acid sequence and an MHC pseudo amino acid sequence, predict their binding affinity value. This is MHC class I binding data. (1) The peptide sequence is FPASHMATY. The MHC is HLA-B46:01 with pseudo-sequence HLA-B46:01. The binding affinity (normalized) is 0.158. (2) The peptide sequence is LMYDIINSV. The MHC is HLA-A02:06 with pseudo-sequence HLA-A02:06. The binding affinity (normalized) is 0.915. (3) The peptide sequence is EIYKRWII. The MHC is HLA-B15:01 with pseudo-sequence HLA-B15:01. The binding affinity (normalized) is 0. (4) The binding affinity (normalized) is 0.383. The MHC is HLA-A02:03 with pseudo-sequence HLA-A02:03. The peptide sequence is YVVVHGYFT. (5) The peptide sequence is SPRPEMQEF. The MHC is HLA-A31:01 with pseudo-sequence HLA-A31:01. The binding affinity (normalized) is 0. (6) The peptide sequence is GNQLLIAIL. The MHC is Mamu-A2601 with pseudo-sequence Mamu-A2601. The binding affinity (normalized) is 0.148. (7) The peptide sequence is ENALRGVAV. The MHC is HLA-B08:01 with pseudo-sequence HLA-B08:01. The binding affinity (normalized) is 0.451. (8) The peptide sequence is EQLSKYVEK. The MHC is HLA-A03:01 with pseudo-sequence HLA-A03:01. The binding affinity (normalized) is 0.538. (9) The peptide sequence is MKCRRPGNK. The MHC is HLA-B27:05 with pseudo-sequence HLA-B27:05. The binding affinity (normalized) is 0.